This data is from Full USPTO retrosynthesis dataset with 1.9M reactions from patents (1976-2016). The task is: Predict the reactants needed to synthesize the given product. (1) Given the product [Cl:1][C:2]1[CH:25]=[CH:24][C:5]([CH2:6][N:7]2[C:15]3[C:10](=[CH:11][C:12](/[CH:16]=[C:17]4/[C:18](=[O:23])[N:19]([CH2:31][C:32]5[N:36]=[CH:35][O:34][N:33]=5)[C:20](=[O:22])[S:21]/4)=[CH:13][CH:14]=3)[CH:9]=[N:8]2)=[C:4]([C:26]([F:27])([F:29])[F:28])[CH:3]=1, predict the reactants needed to synthesize it. The reactants are: [Cl:1][C:2]1[CH:25]=[CH:24][C:5]([CH2:6][N:7]2[C:15]3[C:10](=[CH:11][C:12](/[CH:16]=[C:17]4/[C:18](=[O:23])[NH:19][C:20](=[O:22])[S:21]/4)=[CH:13][CH:14]=3)[CH:9]=[N:8]2)=[C:4]([C:26]([F:29])([F:28])[F:27])[CH:3]=1.Cl[CH2:31][C:32]1[N:36]=[CH:35][O:34][N:33]=1. (2) Given the product [NH2:20][C:19]1[S:5][C:4]([CH3:8])=[C:1]([CH3:2])[C:18]=1[C:16]([C:14]1[S:15][C:11]([Br:10])=[CH:12][CH:13]=1)=[O:17], predict the reactants needed to synthesize it. The reactants are: [C:1]([C:4]1[S:5]C(Br)=C[CH:8]=1)(=O)[CH3:2].[Br:10][C:11]1[S:15][C:14]([C:16]([CH2:18][C:19]#[N:20])=[O:17])=[CH:13][CH:12]=1.N1CCOCC1.[S]. (3) Given the product [F:19][C:20]1[C:25]([CH:26]([OH:27])[C:10]2[CH2:11][NH:12][CH:13]=[C:8]([NH:7][C:1]3[CH:6]=[CH:5][CH:4]=[CH:3][CH:2]=3)[CH:9]=2)=[C:24]([F:28])[CH:23]=[CH:22][C:21]=1[NH:29][S:30]([CH2:33][CH2:34][CH3:35])(=[O:32])=[O:31], predict the reactants needed to synthesize it. The reactants are: [C:1]1([NH:7][C:8]2[CH:9]=[C:10]3C=CN[C:11]3=[N:12][CH:13]=2)[CH:6]=[CH:5][CH:4]=[CH:3][CH:2]=1.[OH-].[K+].[F:19][C:20]1[C:25]([CH:26]=[O:27])=[C:24]([F:28])[CH:23]=[CH:22][C:21]=1[NH:29][S:30]([CH2:33][CH2:34][CH3:35])(=[O:32])=[O:31]. (4) Given the product [CH3:17][O:18][CH2:19][C:20](=[O:26])[C:21](=[N:1][NH:10][C:9]1[CH:11]=[CH:12][CH:13]=[C:7]([C:6]([F:14])([F:15])[F:5])[CH:8]=1)[C:22]([O:24][CH3:25])=[O:23], predict the reactants needed to synthesize it. The reactants are: [N:1]([O-])=O.[Na+].[F:5][C:6]([F:15])([F:14])[C:7]1[CH:8]=[C:9]([CH:11]=[CH:12][CH:13]=1)[NH2:10].Cl.[CH3:17][O:18][CH2:19][C:20](=[O:26])[CH2:21][C:22]([O:24][CH3:25])=[O:23].CC([O-])=O.[Na+]. (5) Given the product [NH2:26][C:23]1[CH:22]=[CH:21][C:20]([CH2:19][C@H:11]([C:12]([O:14][C:15]([CH3:18])([CH3:17])[CH3:16])=[O:13])[CH2:10][C@@H:9]([C:29]([O:31][C:32]([CH3:33])([CH3:34])[CH3:35])=[O:30])[NH:8][C:6]([O:5][C:1]([CH3:2])([CH3:3])[CH3:4])=[O:7])=[CH:25][CH:24]=1, predict the reactants needed to synthesize it. The reactants are: [C:1]([O:5][C:6]([NH:8][C@H:9]([C:29]([O:31][C:32]([CH3:35])([CH3:34])[CH3:33])=[O:30])[CH2:10][C@H:11]([CH2:19][C:20]1[CH:25]=[CH:24][C:23]([N+:26]([O-])=O)=[CH:22][CH:21]=1)[C:12]([O:14][C:15]([CH3:18])([CH3:17])[CH3:16])=[O:13])=[O:7])([CH3:4])([CH3:3])[CH3:2]. (6) Given the product [Br:1][C:2]1[CH:7]=[CH:6][C:5]([CH2:8][C:9]([N:12]2[CH2:17][CH2:16][S:15](=[O:19])(=[O:18])[CH2:14][CH2:13]2)=[O:10])=[CH:4][CH:3]=1, predict the reactants needed to synthesize it. The reactants are: [Br:1][C:2]1[CH:7]=[CH:6][C:5]([CH2:8][C:9](Cl)=[O:10])=[CH:4][CH:3]=1.[NH:12]1[CH2:17][CH2:16][S:15](=[O:19])(=[O:18])[CH2:14][CH2:13]1. (7) Given the product [CH3:1][Si:2]([CH3:30])([CH3:29])[C:3]1[CH:4]=[C:5]([C:6]([NH:8][C:9]2[CH:21]=[CH:20][C:12]([CH:13]=[CH:14][C:15]([O:17][CH2:18][CH3:19])=[O:16])=[CH:11][CH:10]=2)=[S:40])[CH:22]=[C:23]([Si:25]([CH3:28])([CH3:27])[CH3:26])[CH:24]=1, predict the reactants needed to synthesize it. The reactants are: [CH3:1][Si:2]([CH3:30])([CH3:29])[C:3]1[CH:4]=[C:5]([CH:22]=[C:23]([Si:25]([CH3:28])([CH3:27])[CH3:26])[CH:24]=1)[C:6]([NH:8][C:9]1[CH:21]=[CH:20][C:12]([CH:13]=[CH:14][C:15]([O:17][CH2:18][CH3:19])=[O:16])=[CH:11][CH:10]=1)=O.COC1C=CC(P2(SP(C3C=CC(OC)=CC=3)(=S)S2)=[S:40])=CC=1. (8) Given the product [NH2:1][C:2]1[N:3]=[CH:4][C:5]([N:9]2[CH:14]=[CH:13][CH:12]=[CH:11][C:10]2=[O:15])=[CH:6][CH:7]=1, predict the reactants needed to synthesize it. The reactants are: [NH2:1][C:2]1[CH:7]=[CH:6][C:5](I)=[CH:4][N:3]=1.[NH:9]1[CH:14]=[CH:13][CH:12]=[CH:11][C:10]1=[O:15].C([O-])([O-])=O.[K+].[K+].OC1C=CC=C2C=1N=CC=C2. (9) The reactants are: [Cl:1][C:2]1[CH:7]=[CH:6][CH:5]=[C:4]([N+:8]([O-:10])=[O:9])[C:3]=1Cl.[C:12]([O:16][C:17](=[O:24])[N:18]([CH2:20][CH2:21][CH2:22][NH2:23])[CH3:19])([CH3:15])([CH3:14])[CH3:13].C(N(C(C)C)CC)(C)C. Given the product [C:12]([O:16][C:17](=[O:24])[N:18]([CH2:20][CH2:21][CH2:22][NH:23][C:3]1[C:4]([N+:8]([O-:10])=[O:9])=[CH:5][CH:6]=[CH:7][C:2]=1[Cl:1])[CH3:19])([CH3:15])([CH3:13])[CH3:14], predict the reactants needed to synthesize it.